From a dataset of Full USPTO retrosynthesis dataset with 1.9M reactions from patents (1976-2016). Predict the reactants needed to synthesize the given product. (1) Given the product [O:1]([C:8]1[CH:9]=[CH:10][C:11]([O:14][CH2:21][CH2:22][OH:25])=[CH:12][CH:13]=1)[C:2]1[CH:7]=[CH:6][CH:5]=[CH:4][CH:3]=1, predict the reactants needed to synthesize it. The reactants are: [O:1]([C:8]1[CH:13]=[CH:12][C:11]([OH:14])=[CH:10][CH:9]=1)[C:2]1[CH:7]=[CH:6][CH:5]=[CH:4][CH:3]=1.C(=O)([O-])[O-].[K+].[K+].[CH3:21][C:22](=[O:25])CC.BrCCO. (2) Given the product [CH2:1]([O:3][C:4]([N:6]1[CH2:18][CH2:17][C:9]2[N:10]([S:27]([C:21]3[CH:26]=[CH:25][CH:24]=[CH:23][CH:22]=3)(=[O:29])=[O:28])[C:11]3[CH:12]=[CH:13][CH:14]=[CH:15][C:16]=3[C:8]=2[CH2:7]1)=[O:5])[CH3:2], predict the reactants needed to synthesize it. The reactants are: [CH2:1]([O:3][C:4]([N:6]1[CH2:18][CH2:17][C:9]2[NH:10][C:11]3[CH:12]=[CH:13][CH:14]=[CH:15][C:16]=3[C:8]=2[CH2:7]1)=[O:5])[CH3:2].[OH-].[Na+].[C:21]1([S:27](Cl)(=[O:29])=[O:28])[CH:26]=[CH:25][CH:24]=[CH:23][CH:22]=1. (3) Given the product [CH3:24][O:25][C:2]1[C:11]2[C:6](=[CH:7][CH:8]=[C:9]([C:12]([O:20][CH3:19])=[O:15])[CH:10]=2)[N:5]=[CH:4][CH:3]=1, predict the reactants needed to synthesize it. The reactants are: Cl[C:2]1[C:11]2[C:6](=[CH:7][CH:8]=[C:9]([C:12]#N)[CH:10]=2)[N:5]=[CH:4][CH:3]=1.S(=O)(=O)(O)[OH:15].[C:19](=O)([O-])[OH:20].[Na+].[CH3:24][OH:25]. (4) Given the product [Br:1][CH2:2][CH:3]([C:5]1[CH:10]=[CH:9][CH:8]=[C:7]([Br:11])[CH:6]=1)[O:4][Si:27]([CH3:30])([CH3:29])[CH3:28], predict the reactants needed to synthesize it. The reactants are: [Br:1][CH2:2][CH:3]([C:5]1[CH:10]=[CH:9][CH:8]=[C:7]([Br:11])[CH:6]=1)[OH:4].N1C=CN=C1.CN(C1C=CC=CN=1)C.Cl[Si:27]([CH3:30])([CH3:29])[CH3:28]. (5) Given the product [CH:1]1([C@H:5]([NH:13][C:14]([C:16]2[C:21]([CH3:22])=[C:20]([F:32])[C:19](=[O:23])[N:18]([C:24]3[CH:25]=[CH:26][CH:27]=[CH:28][CH:29]=3)[C:17]=2[CH3:30])=[O:15])[C:6]2[CH:11]=[CH:10][CH:9]=[C:8]([F:12])[CH:7]=2)[CH2:4][CH2:3][CH2:2]1, predict the reactants needed to synthesize it. The reactants are: [CH:1]1([C@H:5]([NH:13][C:14]([C:16]2[C:21]([CH3:22])=[CH:20][C:19](=[O:23])[N:18]([C:24]3[CH:29]=[CH:28][CH:27]=[CH:26][CH:25]=3)[C:17]=2[CH3:30])=[O:15])[C:6]2[CH:11]=[CH:10][CH:9]=[C:8]([F:12])[CH:7]=2)[CH2:4][CH2:3][CH2:2]1.[B-](F)(F)(F)[F:32].[B-](F)(F)(F)F.C1[N+]2(CCl)CC[N+](F)(CC2)C1. (6) Given the product [CH3:20][O:21][C:22]1[CH:29]=[CH:28][C:25]([CH2:26][N:9]2[C:4]3[CH:5]=[CH:6][CH:7]=[CH:8][C:3]=3[CH:1]=[CH:13][S:10]2(=[O:12])=[O:11])=[CH:24][CH:23]=1, predict the reactants needed to synthesize it. The reactants are: [CH:1]([C:3]1[CH:8]=[CH:7][CH:6]=[CH:5][C:4]=1[NH:9][S:10]([CH3:13])(=[O:12])=[O:11])=O.C(=O)([O-])[O-].[Cs+].[Cs+].[CH3:20][O:21][C:22]1[CH:29]=[CH:28][C:25]([CH2:26]Cl)=[CH:24][CH:23]=1. (7) Given the product [F:1]/[C:2](=[C:8](/[C:11]1[CH:12]=[C:13]2[C:18](=[CH:19][C:20]=1[O:21][CH3:22])[O:17][C:16]([CH3:24])([CH3:23])[CH:15]=[C:14]2[CH:25]([CH3:26])[CH3:27])\[CH2:9][CH3:10])/[CH2:3][OH:4], predict the reactants needed to synthesize it. The reactants are: [F:1][C:2](=[C:8]([C:11]1[CH:12]=[C:13]2[C:18](=[CH:19][C:20]=1[O:21][CH3:22])[O:17][C:16]([CH3:24])([CH3:23])[CH:15]=[C:14]2[CH:25]([CH3:27])[CH3:26])[CH2:9][CH3:10])[C:3](OCC)=[O:4].F/C(=C(/C1C=C2C(=CC=1OC)OC(C)(C)C=C2C(C)C)\CC)/C(OCC)=O.[H-].C([Al+]CC(C)C)C(C)C. (8) Given the product [CH3:33][O:32][C:30]1[CH:31]=[C:26]([CH:27]=[C:28]([O:34][CH3:35])[CH:29]=1)[CH2:25][CH2:24][C:14]1[CH:13]=[C:12]([NH:11][C:6](=[O:7])[C:5]2[CH:9]=[CH:10][C:2]([I:1])=[CH:3][CH:4]=2)[N:16]([C:17]([O:19][C:20]([CH3:22])([CH3:23])[CH3:21])=[O:18])[N:15]=1, predict the reactants needed to synthesize it. The reactants are: [I:1][C:2]1[CH:10]=[CH:9][C:5]([C:6](Cl)=[O:7])=[CH:4][CH:3]=1.[NH2:11][C:12]1[N:16]([C:17]([O:19][C:20]([CH3:23])([CH3:22])[CH3:21])=[O:18])[N:15]=[C:14]([CH2:24][CH2:25][C:26]2[CH:31]=[C:30]([O:32][CH3:33])[CH:29]=[C:28]([O:34][CH3:35])[CH:27]=2)[CH:13]=1.N1C=CC=CC=1.